Dataset: Forward reaction prediction with 1.9M reactions from USPTO patents (1976-2016). Task: Predict the product of the given reaction. (1) Given the reactants [CH3:1][N:2]1[C:10]2[C:5](=[CH:6][C:7]([N+:11]([O-])=O)=[CH:8][CH:9]=2)[CH:4]=[CH:3]1.O.[Sn](Cl)Cl.[OH-].[Na+], predict the reaction product. The product is: [CH3:1][N:2]1[C:10]2[C:5](=[CH:6][C:7]([NH2:11])=[CH:8][CH:9]=2)[CH:4]=[CH:3]1. (2) Given the reactants [Br:1][C:2]1[C:3](Cl)=[N:4][C:5]([Cl:8])=[N:6][CH:7]=1.[C:10]([NH:14][C:15]1[CH:16]=[C:17](B(O)O)[CH:18]=[CH:19][CH:20]=1)(=[O:13])[CH:11]=[CH2:12].C1(P(C2C=CC=CC=2)C2C=CC=CC=2)C=CC=CC=1.C(=O)([O-])[O-].[K+].[K+], predict the reaction product. The product is: [Br:1][C:2]1[C:3]([C:17]2[CH:16]=[C:15]([NH:14][C:10](=[O:13])[CH:11]=[CH2:12])[CH:20]=[CH:19][CH:18]=2)=[N:4][C:5]([Cl:8])=[N:6][CH:7]=1. (3) Given the reactants Cl[C:2]1[N:10]=[C:9]2[C:5]([N:6]=[CH:7][N:8]2[CH2:11][CH3:12])=[C:4]([NH2:13])[N:3]=1.[CH2:14]([NH2:21])[C:15]1[CH:20]=[CH:19][CH:18]=[CH:17][CH:16]=1, predict the reaction product. The product is: [CH2:14]([NH:21][C:2]1[N:10]=[C:9]2[C:5]([N:6]=[CH:7][N:8]2[CH2:11][CH3:12])=[C:4]([NH2:13])[N:3]=1)[C:15]1[CH:20]=[CH:19][CH:18]=[CH:17][CH:16]=1.